This data is from Merck oncology drug combination screen with 23,052 pairs across 39 cell lines. The task is: Regression. Given two drug SMILES strings and cell line genomic features, predict the synergy score measuring deviation from expected non-interaction effect. (1) Drug 1: O=S1(=O)NC2(CN1CC(F)(F)F)C1CCC2Cc2cc(C=CCN3CCC(C(F)(F)F)CC3)ccc2C1. Drug 2: Cc1nc(Nc2ncc(C(=O)Nc3c(C)cccc3Cl)s2)cc(N2CCN(CCO)CC2)n1. Cell line: A2058. Synergy scores: synergy=32.2. (2) Synergy scores: synergy=9.22. Drug 1: CC(=O)OC1C(=O)C2(C)C(O)CC3OCC3(OC(C)=O)C2C(OC(=O)c2ccccc2)C2(O)CC(OC(=O)C(O)C(NC(=O)c3ccccc3)c3ccccc3)C(C)=C1C2(C)C. Drug 2: O=C(CCCCCCC(=O)Nc1ccccc1)NO. Cell line: MDAMB436. (3) Drug 1: C=CCn1c(=O)c2cnc(Nc3ccc(N4CCN(C)CC4)cc3)nc2n1-c1cccc(C(C)(C)O)n1. Drug 2: CS(=O)(=O)CCNCc1ccc(-c2ccc3ncnc(Nc4ccc(OCc5cccc(F)c5)c(Cl)c4)c3c2)o1. Cell line: OCUBM. Synergy scores: synergy=18.8. (4) Drug 1: Cn1nnc2c(C(N)=O)ncn2c1=O. Drug 2: CCc1c2c(nc3ccc(O)cc13)-c1cc3c(c(=O)n1C2)COC(=O)C3(O)CC. Cell line: NCIH520. Synergy scores: synergy=-8.99. (5) Drug 1: O=C(O)C1(Cc2cccc(Nc3nccs3)n2)CCC(Oc2cccc(Cl)c2F)CC1. Drug 2: NC1CCCCC1N.O=C(O)C(=O)O.[Pt+2]. Cell line: NCIH2122. Synergy scores: synergy=-3.56.